This data is from Reaction yield outcomes from USPTO patents with 853,638 reactions. The task is: Predict the reaction yield, written as a fraction of the theoretical maximum amount of product (1.0 means a 100% yield; for example, 0.34 means a 34% yield). The reactants are [N:1]1[N:2]=[N:3][N:4]2[CH:9]=[CH:8][N:7]=[C:6]([N:10]3[CH2:15][CH2:14][N:13]([C:16]([O:18][C:19]([CH3:22])([CH3:21])[CH3:20])=[O:17])[CH2:12][CH2:11]3)[C:5]=12.CN(C=O)C.[Br:28]N1C(=O)CCC1=O. The catalyst is O. The product is [Br:28][C:9]1[N:4]2[N:3]=[N:2][N:1]=[C:5]2[C:6]([N:10]2[CH2:11][CH2:12][N:13]([C:16]([O:18][C:19]([CH3:22])([CH3:21])[CH3:20])=[O:17])[CH2:14][CH2:15]2)=[N:7][CH:8]=1. The yield is 0.790.